From a dataset of Catalyst prediction with 721,799 reactions and 888 catalyst types from USPTO. Predict which catalyst facilitates the given reaction. (1) Reactant: [C:1]([C:5]1[CH:6]=[C:7]([NH:18][C:19]([NH:21][C@@H:22]2[C:31]3[C:26](=[CH:27][CH:28]=[CH:29][CH:30]=3)[C@H:25]([O:32][C:33]3[CH:34]=[CH:35][C:36]4[N:37]([C:39]([N:42]5[C@H:47]([CH3:48])[CH2:46][CH2:45][CH2:44][C@@H:43]5[CH3:49])=[N:40][N:41]=4)[CH:38]=3)[CH2:24][CH2:23]2)=[O:20])[N:8]([C:10]2[CH:15]=[CH:14][CH:13]=[C:12]([CH2:16][OH:17])[CH:11]=2)[N:9]=1)([CH3:4])([CH3:3])[CH3:2].CCN(C(C)C)C(C)C.[CH3:59][S:60](Cl)(=[O:62])=[O:61]. Product: [C:1]([C:5]1[CH:6]=[C:7]([NH:18][C:19]([NH:21][C@@H:22]2[C:31]3[C:26](=[CH:27][CH:28]=[CH:29][CH:30]=3)[C@H:25]([O:32][C:33]3[CH:34]=[CH:35][C:36]4[N:37]([C:39]([N:42]5[C@H:47]([CH3:48])[CH2:46][CH2:45][CH2:44][C@@H:43]5[CH3:49])=[N:40][N:41]=4)[CH:38]=3)[CH2:24][CH2:23]2)=[O:20])[N:8]([C:10]2[CH:11]=[C:12]([CH:13]=[CH:14][CH:15]=2)[CH2:16][O:17][S:60]([CH3:59])(=[O:62])=[O:61])[N:9]=1)([CH3:4])([CH3:2])[CH3:3]. The catalyst class is: 2. (2) Reactant: C(=O)([O-])[O-].[K+].[K+].[C:7]([O:11][C:12](=[O:25])[NH:13][C@@H:14]([CH2:17][C:18]1[CH:23]=[CH:22][CH:21]=[C:20](Br)[CH:19]=1)[CH2:15][OH:16])([CH3:10])([CH3:9])[CH3:8].[CH3:26][N:27]1[CH:31]=[C:30](B2OC(C)(C)C(C)(C)O2)[CH:29]=[N:28]1.O1CCOCC1.C(=O)([O-])[O-].[Na+].[Na+]. Product: [OH:16][CH2:15][C@@H:14]([NH:13][C:12](=[O:25])[O:11][C:7]([CH3:10])([CH3:9])[CH3:8])[CH2:17][C:18]1[CH:23]=[CH:22][CH:21]=[C:20]([C:30]2[CH:29]=[N:28][N:27]([CH3:26])[CH:31]=2)[CH:19]=1. The catalyst class is: 257. (3) Reactant: C[O:2][C:3]1[CH:8]=[CH:7][N:6]=[C:5]2[NH:9][C:10]3[C:15]([C:4]=12)=[CH:14][C:13]([O:16]C)=[N:12][CH:11]=3.C(OCC)C.[ClH:23]. Product: [ClH:23].[N:6]1[CH:7]=[CH:8][C:3]([OH:2])=[C:4]2[C:15]3[C:10]([NH:9][C:5]=12)=[CH:11][N:12]=[C:13]([OH:16])[CH:14]=3. The catalyst class is: 15. (4) Reactant: CS(O[C@H:6]([CH3:16])[CH2:7][C:8]1[CH:13]=[C:12]([F:14])[CH:11]=[CH:10][C:9]=1[CH3:15])(=O)=O.[N-:17]=[N+:18]=[N-:19].[Na+].O. Product: [N:17]([C@@H:6]([CH3:16])[CH2:7][C:8]1[CH:13]=[C:12]([F:14])[CH:11]=[CH:10][C:9]=1[CH3:15])=[N+:18]=[N-:19]. The catalyst class is: 3. (5) Product: [Br:37][C:6]1[C:5]2[C:14](=[CH:1][CH:2]=[CH:3][CH:4]=2)[C:13]([C:15]2[CH:20]=[C:19]([C:21]3[C:30]4[C:25](=[CH:26][CH:27]=[CH:28][CH:29]=4)[CH:24]=[CH:23][CH:22]=3)[C:18]([C:31]3[N:32]=[CH:33][CH:34]=[CH:35][N:36]=3)=[CH:17][CH:16]=2)=[C:12]2[C:7]=1[CH:8]=[CH:9][CH:10]=[CH:11]2. Reactant: [CH:1]1[C:14]2[C:5](=[CH:6][C:7]3[C:12]([C:13]=2[C:15]2[CH:20]=[C:19]([C:21]4[C:30]5[C:25](=[CH:26][CH:27]=[CH:28][CH:29]=5)[CH:24]=[CH:23][CH:22]=4)[C:18]([C:31]4[N:36]=[CH:35][CH:34]=[CH:33][N:32]=4)=[CH:17][CH:16]=2)=[CH:11][CH:10]=[CH:9][CH:8]=3)[CH:4]=[CH:3][CH:2]=1.[Br:37]N1C(=O)CCC1=O. The catalyst class is: 9. (6) Reactant: C([N:8]1[CH:12]2[CH:13]3[N:17]([CH:18]([C:32]4[CH:37]=[CH:36][CH:35]=[C:34]([O:38][CH3:39])[CH:33]=4)[C:19]4[CH:31]=[CH:30][C:22]([C:23]([N:25]([CH2:28][CH3:29])[CH2:26][CH3:27])=[O:24])=[CH:21][CH:20]=4)[CH:16]([CH:9]1[CH2:10][CH2:11]2)[CH2:15][CH2:14]3)C1C=CC=CC=1. Product: [CH:13]12[N:17]([CH:18]([C:32]3[CH:37]=[CH:36][CH:35]=[C:34]([O:38][CH3:39])[CH:33]=3)[C:19]3[CH:31]=[CH:30][C:22]([C:23]([N:25]([CH2:28][CH3:29])[CH2:26][CH3:27])=[O:24])=[CH:21][CH:20]=3)[CH:16]([CH2:15][CH2:14]1)[CH:9]1[NH:8][CH:12]2[CH2:11][CH2:10]1. The catalyst class is: 29.